From a dataset of NCI-60 drug combinations with 297,098 pairs across 59 cell lines. Regression. Given two drug SMILES strings and cell line genomic features, predict the synergy score measuring deviation from expected non-interaction effect. (1) Cell line: NCI-H460. Drug 2: C1=CC=C(C(=C1)C(C2=CC=C(C=C2)Cl)C(Cl)Cl)Cl. Drug 1: CNC(=O)C1=CC=CC=C1SC2=CC3=C(C=C2)C(=NN3)C=CC4=CC=CC=N4. Synergy scores: CSS=3.33, Synergy_ZIP=-1.15, Synergy_Bliss=0.717, Synergy_Loewe=-5.57, Synergy_HSA=-0.180. (2) Drug 1: CNC(=O)C1=CC=CC=C1SC2=CC3=C(C=C2)C(=NN3)C=CC4=CC=CC=N4. Drug 2: C1=NC2=C(N=C(N=C2N1C3C(C(C(O3)CO)O)F)Cl)N. Cell line: T-47D. Synergy scores: CSS=4.27, Synergy_ZIP=-0.289, Synergy_Bliss=2.27, Synergy_Loewe=0.811, Synergy_HSA=1.25.